From a dataset of TCR-epitope binding with 47,182 pairs between 192 epitopes and 23,139 TCRs. Binary Classification. Given a T-cell receptor sequence (or CDR3 region) and an epitope sequence, predict whether binding occurs between them. (1) The epitope is EIYKRWII. The TCR CDR3 sequence is CASSPGVSQPQHF. Result: 1 (the TCR binds to the epitope). (2) The epitope is IVDTVSALV. The TCR CDR3 sequence is CASSPGPYTLNTGELFF. Result: 0 (the TCR does not bind to the epitope).